Dataset: Forward reaction prediction with 1.9M reactions from USPTO patents (1976-2016). Task: Predict the product of the given reaction. (1) The product is: [N+:1]([C:4]1[CH:5]=[C:6]2[C:7](=[CH:13][CH:14]=1)[C:8](=[O:10])[N:22]([C:21]1[CH:23]=[CH:24][C:18]([CH2:15][CH2:16][CH3:17])=[CH:19][CH:20]=1)[C:11]2=[O:12])([O-:3])=[O:2]. Given the reactants [N+:1]([C:4]1[CH:5]=[C:6]2[C:11](=[O:12])[O:10][C:8](=O)[C:7]2=[CH:13][CH:14]=1)([O-:3])=[O:2].[CH2:15]([C:18]1[CH:24]=[CH:23][C:21]([NH2:22])=[CH:20][CH:19]=1)[CH2:16][CH3:17], predict the reaction product. (2) Given the reactants C(O[C:5]1([C:11]#[CH:12])[CH2:10][CH2:9][CH2:8][CH2:7][CH2:6]1)(=O)C.[CH3:13][NH2:14].CO, predict the reaction product. The product is: [C:11]([C:5]1([NH:14][CH3:13])[CH2:10][CH2:9][CH2:8][CH2:7][CH2:6]1)#[CH:12]. (3) Given the reactants [Cl:1][C:2]1[CH:3]=[CH:4][C:5]2[N:11]3[C:12]([CH:15]([F:17])[F:16])=[N:13][N:14]=[C:10]3[C@@H:9]([CH2:18][C:19]3[O:20][C:21]([CH2:24][CH2:25][C:26]([O:28]C)=[O:27])=[CH:22][N:23]=3)[O:8][C@H:7]([C:30]3[CH:35]=[CH:34][CH:33]=[C:32]([O:36][CH3:37])[C:31]=3[O:38][CH3:39])[C:6]=2[CH:40]=1.C(=O)([O-])[O-].[K+].[K+].Cl, predict the reaction product. The product is: [Cl:1][C:2]1[CH:3]=[CH:4][C:5]2[N:11]3[C:12]([CH:15]([F:16])[F:17])=[N:13][N:14]=[C:10]3[C@@H:9]([CH2:18][C:19]3[O:20][C:21]([CH2:24][CH2:25][C:26]([OH:28])=[O:27])=[CH:22][N:23]=3)[O:8][C@H:7]([C:30]3[CH:35]=[CH:34][CH:33]=[C:32]([O:36][CH3:37])[C:31]=3[O:38][CH3:39])[C:6]=2[CH:40]=1. (4) The product is: [C:23]([O:26][CH2:27][C:28]1[C:29]([N:43]2[CH2:54][CH2:53][N:52]3[C:45](=[CH:46][C:47]4[CH2:48][C:49]([CH3:56])([CH3:55])[CH2:50][C:51]=43)[C:44]2=[O:57])=[N:30][CH:31]=[CH:32][C:33]=1[C:2]1[CH:3]=[C:4]([NH:10][C:11]2[CH:16]=[CH:15][C:14]([N:17]3[CH2:20][CH:19]([O:21][CH3:22])[CH2:18]3)=[CH:13][N:12]=2)[C:5](=[O:9])[N:6]([CH3:8])[CH:7]=1)(=[O:25])[CH3:24]. Given the reactants Br[C:2]1[CH:3]=[C:4]([NH:10][C:11]2[CH:16]=[CH:15][C:14]([N:17]3[CH2:20][CH:19]([O:21][CH3:22])[CH2:18]3)=[CH:13][N:12]=2)[C:5](=[O:9])[N:6]([CH3:8])[CH:7]=1.[C:23]([O:26][CH2:27][C:28]1[C:29]([N:43]2[CH2:54][CH2:53][N:52]3[C:45](=[CH:46][C:47]4[CH2:48][C:49]([CH3:56])([CH3:55])[CH2:50][C:51]=43)[C:44]2=[O:57])=[N:30][CH:31]=[CH:32][C:33]=1B1OC(C)(C)C(C)(C)O1)(=[O:25])[CH3:24].[O-]P([O-])([O-])=O.[K+].[K+].[K+].C([O-])(=O)C.[Na+], predict the reaction product. (5) Given the reactants Cl[C:2]1[C:3]2[C:4](=[CH:16][N:17](CC3C=CC(OC)=CC=3)[N:18]=2)[N:5]=[C:6]([C:8]([C:10]2[CH:15]=[CH:14][CH:13]=[CH:12][CH:11]=2)=[O:9])[N:7]=1.[CH3:28][N:29]1[CH2:34][CH2:33][N:32]([C:35]2[CH:41]=[CH:40][C:38]([NH2:39])=[CH:37][CH:36]=2)[CH2:31][CH2:30]1.Cl, predict the reaction product. The product is: [CH3:28][N:29]1[CH2:30][CH2:31][N:32]([C:35]2[CH:41]=[CH:40][C:38]([NH:39][C:2]3[C:3]4[NH:18][N:17]=[CH:16][C:4]=4[N:5]=[C:6]([C:8]([C:10]4[CH:11]=[CH:12][CH:13]=[CH:14][CH:15]=4)=[O:9])[N:7]=3)=[CH:37][CH:36]=2)[CH2:33][CH2:34]1. (6) The product is: [O:28]1[CH2:29][CH2:30][CH:26]([NH:25][C:3]([C:5]2[NH:6][N:7]=[C:8]([O:10][CH2:11][C:12]3[C:13]([C:18]4[CH:23]=[CH:22][C:21]([F:24])=[CH:20][N:19]=4)=[N:14][O:15][C:16]=3[CH3:17])[CH:9]=2)=[O:4])[CH2:27]1. Given the reactants CO[C:3]([C:5]1[NH:6][N:7]=[C:8]([O:10][CH2:11][C:12]2[C:13]([C:18]3[CH:23]=[CH:22][C:21]([F:24])=[CH:20][N:19]=3)=[N:14][O:15][C:16]=2[CH3:17])[CH:9]=1)=[O:4].[NH2:25][CH:26]1[CH2:30][CH2:29][O:28][CH2:27]1, predict the reaction product. (7) Given the reactants [Cl:1][C:2]1[CH:7]=[CH:6][C:5]([C:8]2[N:9]=[C:10]([N:29]3[CH:33]=[CH:32][N:31]=[C:30]3[CH3:34])[O:11][C:12]=2[CH2:13][CH2:14][CH2:15][O:16][C:17]2[CH:22]=[CH:21][CH:20]=[CH:19][C:18]=2[CH2:23][CH2:24][C:25](OC)=[O:26])=[CH:4][CH:3]=1.[H-].[Al+3].[Li+].[H-].[H-].[H-].O.O.O.O.O.O.O.O.O.O.S([O-])([O-])(=O)=O.[Na+].[Na+], predict the reaction product. The product is: [Cl:1][C:2]1[CH:3]=[CH:4][C:5]([C:8]2[N:9]=[C:10]([N:29]3[CH:33]=[CH:32][N:31]=[C:30]3[CH3:34])[O:11][C:12]=2[CH2:13][CH2:14][CH2:15][O:16][C:17]2[CH:22]=[CH:21][CH:20]=[CH:19][C:18]=2[CH2:23][CH2:24][CH2:25][OH:26])=[CH:6][CH:7]=1. (8) Given the reactants B.C1COCC1.[Br:7][C:8]1[CH:22]=[CH:21][C:11]([O:12][C:13]2[CH:20]=[CH:19][C:16]([C:17]#[N:18])=[CH:15][CH:14]=2)=[CH:10][CH:9]=1.[ClH:23], predict the reaction product. The product is: [ClH:23].[Br:7][C:8]1[CH:22]=[CH:21][C:11]([O:12][C:13]2[CH:20]=[CH:19][C:16]([CH2:17][NH2:18])=[CH:15][CH:14]=2)=[CH:10][CH:9]=1. (9) Given the reactants [N:1]1([CH2:7][CH2:8]O)[CH2:6][CH2:5][CH2:4][CH2:3][CH2:2]1.C1(P(C2C=CC=CC=2)C2C=CC=CC=2)C=CC=CC=1.N(C(OCC)=O)=NC(OCC)=[O:32].[CH3:41][O:42][C:43]1[CH:44]=[C:45]([CH2:51][CH2:52][C:53]2[N:54]=[C:55]3[CH:61]=[C:60]([C:62]4[CH:63]=[N:64][NH:65][CH:66]=4)[N:59](S(C4C=CC=CC=4)(=O)=O)[C:56]3=[N:57][CH:58]=2)[CH:46]=[C:47]([O:49][CH3:50])[CH:48]=1.C(=O)([O-])[O-].[K+].[K+], predict the reaction product. The product is: [CH3:41][O:42][C:43]1[CH:44]=[C:45]([CH2:51][CH2:52][C:53]2[N:54]=[C:55]3[CH:61]=[C:60]([C:62]4[CH:66]=[N:65][N:64]([CH2:8][CH2:7][N:1]5[CH2:2][CH2:3][CH:4]([OH:32])[CH2:5][CH2:6]5)[CH:63]=4)[NH:59][C:56]3=[N:57][CH:58]=2)[CH:46]=[C:47]([O:49][CH3:50])[CH:48]=1.